This data is from Peptide-MHC class II binding affinity with 134,281 pairs from IEDB. The task is: Regression. Given a peptide amino acid sequence and an MHC pseudo amino acid sequence, predict their binding affinity value. This is MHC class II binding data. (1) The peptide sequence is EKKWFAATQFEPLAA. The MHC is HLA-DPA10201-DPB11401 with pseudo-sequence HLA-DPA10201-DPB11401. The binding affinity (normalized) is 0.739. (2) The peptide sequence is PPFSRVVHLYRNGKD. The MHC is DRB1_0301 with pseudo-sequence DRB1_0301. The binding affinity (normalized) is 0.120. (3) The binding affinity (normalized) is 0.149. The MHC is HLA-DPA10301-DPB10402 with pseudo-sequence HLA-DPA10301-DPB10402. The peptide sequence is ATSLDTMTQMNQAFR. (4) The peptide sequence is MSNPLTSPISCSYSL. The MHC is DRB1_1301 with pseudo-sequence DRB1_1301. The binding affinity (normalized) is 0.635. (5) The peptide sequence is TNILEAKYWCPDSME. The MHC is HLA-DQA10201-DQB10303 with pseudo-sequence HLA-DQA10201-DQB10303. The binding affinity (normalized) is 0. (6) The binding affinity (normalized) is 0.869. The MHC is DRB1_1501 with pseudo-sequence DRB1_1501. The peptide sequence is WMGINARDRSIALTF. (7) The peptide sequence is KFDSQLAHRHMARELH. The MHC is DRB5_0101 with pseudo-sequence DRB5_0101. The binding affinity (normalized) is 0.574. (8) The MHC is DRB1_1501 with pseudo-sequence DRB1_1501. The peptide sequence is WNRKELLVTFKNAHA. The binding affinity (normalized) is 0.971. (9) The peptide sequence is GTSFVYVPSALNPAD. The MHC is DRB5_0101 with pseudo-sequence DRB5_0101. The binding affinity (normalized) is 0.446.